This data is from Catalyst prediction with 721,799 reactions and 888 catalyst types from USPTO. The task is: Predict which catalyst facilitates the given reaction. (1) Reactant: [O:1]=[S:2]1(=[O:23])[CH2:7][CH2:6][N:5]([CH2:8][CH2:9][NH:10][S:11]([C:14]2[CH:19]=[CH:18][CH:17]=[CH:16][C:15]=2[N+:20]([O-:22])=[O:21])(=[O:13])=[O:12])[CH2:4][CH2:3]1.C(=O)([O-])[O-].[Cs+].[Cs+].Br[CH2:31][CH2:32][CH2:33][O:34][CH3:35].C(OCC)(=O)C. Product: [O:23]=[S:2]1(=[O:1])[CH2:7][CH2:6][N:5]([CH2:8][CH2:9][N:10]([CH2:31][CH2:32][CH2:33][O:34][CH3:35])[S:11]([C:14]2[CH:19]=[CH:18][CH:17]=[CH:16][C:15]=2[N+:20]([O-:22])=[O:21])(=[O:12])=[O:13])[CH2:4][CH2:3]1. The catalyst class is: 18. (2) Reactant: F[C:2]1[CH:33]=[CH:32][C:5]([C:6](/[N:8]=C2\NC3C=CC(CO)=CC=3N\2[C@H]2CC[C@@H](C(=O)NC(C)C)CC2)=[O:7])=[CH:4][CH:3]=1.S(Cl)(Cl)=O.Cl.N1CC(C(O)(C)C)C1.C1CCN2C(=NCCC2)CC1. Product: [C:6]([NH2:8])(=[O:7])[C:5]1[CH:32]=[CH:33][CH:2]=[CH:3][CH:4]=1. The catalyst class is: 2. (3) The catalyst class is: 17. Reactant: [N+:1]([C:4]1[CH:5]=[C:6]([CH:17]=[CH:18][C:19]([OH:21])=[O:20])[CH:7]=[CH:8][C:9]=1[S:10][C:11]1[CH:16]=[CH:15][CH:14]=[CH:13][N:12]=1)([O-:3])=[O:2].Cl.N[CH2:24][CH2:25][CH2:26][C:27]([O:29]C)=[O:28].CC[N:33]=C=NCCCN(C)C.Cl. Product: [N+:1]([C:4]1[CH:5]=[C:6]([CH:17]=[CH:18][C:19]([OH:21])=[O:20])[CH:7]=[CH:8][C:9]=1[S:10][C:11]1[CH:16]=[CH:15][CH:14]=[CH:13][N:12]=1)([O-:3])=[O:2].[NH2:33][CH:26]([CH2:25][CH3:24])[C:27]([OH:29])=[O:28]. (4) The catalyst class is: 8. Reactant: [CH3:1][C:2]1([CH3:16])[O:7][C:6]2[CH:8]=[CH:9][C:10]([N+:12]([O-:14])=[O:13])=[CH:11][C:5]=2[NH:4][C:3]1=S.[NH:17]([C:19]([O:21][CH2:22][CH3:23])=[O:20])[NH2:18]. Product: [CH3:1][C:2]1([CH3:16])[O:7][C:6]2[CH:8]=[CH:9][C:10]([N+:12]([O-:14])=[O:13])=[CH:11][C:5]=2[N:4]=[C:3]1[NH:18][NH:17][C:19]([O:21][CH2:22][CH3:23])=[O:20]. (5) Reactant: Cl[C:2]1[N:7]=[CH:6][C:5]([CH2:8][C:9]2[CH:10]=[C:11]3[C:16](=[C:17]4[CH:22]=[CH:21][CH:20]=[CH:19][C:18]=24)[N:15]=[CH:14][N:13]([C@H:23]2[CH2:28][CH2:27][O:26][CH2:25][C@@H:24]2[OH:29])[C:12]3=[O:30])=[CH:4][CH:3]=1. Product: [OH:29][C@@H:24]1[C@@H:23]([N:13]2[C:12](=[O:30])[C:11]3[C:16](=[C:17]4[CH:22]=[CH:21][CH:20]=[CH:19][C:18]4=[C:9]([CH2:8][C:5]4[CH:6]=[N:7][CH:2]=[CH:3][CH:4]=4)[CH:10]=3)[N:15]=[CH:14]2)[CH2:28][CH2:27][O:26][CH2:25]1. The catalyst class is: 886. (6) Reactant: C1N=CN([C:6](N2C=NC=C2)=[O:7])C=1.[CH3:13][C:14]1[CH:22]=[CH:21][C:17]([CH2:18][CH2:19][OH:20])=[CH:16][CH:15]=1.[NH2:23][C@@H:24]([C:28]([OH:30])=[O:29])[C@H:25]([CH3:27])[OH:26].CCN(CC)CC. Product: [OH:26][C@@H:25]([CH3:27])[C@@H:24]([NH:23][C:6]([O:20][CH2:19][CH2:18][C:17]1[CH:21]=[CH:22][C:14]([CH3:13])=[CH:15][CH:16]=1)=[O:7])[C:28]([OH:30])=[O:29]. The catalyst class is: 18. (7) Reactant: C([NH:4][C:5]1[CH:10]=[CH:9][C:8]([S:11]([NH:14][C:15]2[CH:29]=[CH:28][C:18]([CH2:19][NH:20][C:21](=[O:27])[O:22][C:23]([CH3:26])([CH3:25])[CH3:24])=[CH:17][CH:16]=2)(=[O:13])=[O:12])=[CH:7][CH:6]=1)(=O)C.[OH-].[Na+]. Product: [NH2:4][C:5]1[CH:10]=[CH:9][C:8]([S:11]([NH:14][C:15]2[CH:29]=[CH:28][C:18]([CH2:19][NH:20][C:21](=[O:27])[O:22][C:23]([CH3:25])([CH3:26])[CH3:24])=[CH:17][CH:16]=2)(=[O:12])=[O:13])=[CH:7][CH:6]=1. The catalyst class is: 8. (8) Reactant: [Cl:1][S:2]([C:5]1[CH:13]=[CH:12][C:8]([C:9]([OH:11])=O)=[CH:7][CH:6]=1)(=[O:4])=[O:3].C(Cl)(=O)C(Cl)=O.[CH3:20][O:21][C:22](=[O:31])[C:23]1[CH:28]=[C:27]([Br:29])[CH:26]=[CH:25][C:24]=1[NH2:30]. Product: [Br:29][C:27]1[CH:26]=[CH:25][C:24]([NH:30][C:9](=[O:11])[C:8]2[CH:7]=[CH:6][C:5]([S:2]([Cl:1])(=[O:3])=[O:4])=[CH:13][CH:12]=2)=[C:23]([CH:28]=1)[C:22]([O:21][CH3:20])=[O:31]. The catalyst class is: 59.